This data is from Forward reaction prediction with 1.9M reactions from USPTO patents (1976-2016). The task is: Predict the product of the given reaction. (1) Given the reactants [CH2:1]([C:5]1[N:6]([CH2:20][C:21]2[CH:26]=[CH:25][C:24]([C:27]3[CH:32]=[CH:31][CH:30]=[CH:29][C:28]=3[C:33]3[N:37](C(C4C=CC=CC=4)(C4C=CC=CC=4)C4C=CC=CC=4)[N:36]=[N:35][N:34]=3)=[CH:23][CH:22]=2)[C:7]([C:11]([O:13][CH2:14][C:15]([O:17]CC)=[O:16])=[O:12])=[C:8]([Cl:10])[N:9]=1)[CH2:2][CH2:3][CH3:4], predict the reaction product. The product is: [CH2:1]([C:5]1[N:6]([CH2:20][C:21]2[CH:26]=[CH:25][C:24]([C:27]3[CH:32]=[CH:31][CH:30]=[CH:29][C:28]=3[C:33]3[NH:37][N:36]=[N:35][N:34]=3)=[CH:23][CH:22]=2)[C:7]([C:11]([O:13][CH2:14][C:15]([OH:17])=[O:16])=[O:12])=[C:8]([Cl:10])[N:9]=1)[CH2:2][CH2:3][CH3:4]. (2) Given the reactants [CH3:1][CH:2]1[CH:27]2[O:28][C:26]2([CH3:29])[CH:25]([OH:30])[CH2:24][C:22](=[O:23])[N:21]([CH3:31])[C:14]2=[C:15]([Cl:20])[C:16]([O:18][CH3:19])=[CH:17][C:12](=[CH:13]2)[CH2:11][C:10]([CH3:32])=[CH:9][CH:8]=[CH:7][CH:6]([O:33][CH3:34])[C:5]2([OH:39])[NH:35][C:36]([O:38][CH:3]1[CH2:4]2)=[O:37].[C:40](O)(=[O:44])[CH:41]([CH3:43])[CH3:42].CC(C)N=C=NC(C)C, predict the reaction product. The product is: [CH3:1][C@H:2]1[C@H:27]2[O:28][C@@:26]2([CH3:29])[C@@H:25]([O:30][C:40]([CH:41]([CH3:43])[CH3:42])=[O:44])[CH2:24][C:22](=[O:23])[N:21]([CH3:31])[C:14]2=[C:15]([Cl:20])[C:16]([O:18][CH3:19])=[CH:17][C:12](=[CH:13]2)[CH2:11][C:10]([CH3:32])=[CH:9][CH:8]=[CH:7][C@@H:6]([O:33][CH3:34])[C@:5]2([OH:39])[NH:35][C:36]([O:38][C@H:3]1[CH2:4]2)=[O:37]. (3) Given the reactants [CH3:1][CH:2]([CH3:39])[C@H:3]([N:8]1[CH2:16][C:15]2[C:10](=[CH:11][C:12]([C:17]3[CH:22]=[CH:21][C:20]([NH:23][C:24](=[O:37])[C:25]4[CH:30]=[CH:29][C:28]([N:31]5[CH2:36][CH2:35]O[CH2:33][CH2:32]5)=[N:27][CH:26]=4)=[CH:19][CH:18]=3)=[CH:13][CH:14]=2)[C:9]1=[O:38])[C:4]([O:6][CH3:7])=[O:5].N1CCCC1, predict the reaction product. The product is: [CH3:1][CH:2]([CH3:39])[C@H:3]([N:8]1[CH2:16][C:15]2[C:10](=[CH:11][C:12]([C:17]3[CH:22]=[CH:21][C:20]([NH:23][C:24](=[O:37])[C:25]4[CH:30]=[CH:29][C:28]([N:31]5[CH2:36][CH2:35][CH2:33][CH2:32]5)=[N:27][CH:26]=4)=[CH:19][CH:18]=3)=[CH:13][CH:14]=2)[C:9]1=[O:38])[C:4]([O:6][CH3:7])=[O:5]. (4) The product is: [Br:2][CH2:3][CH2:4][CH2:5][NH:6][C:17](=[O:18])[CH2:16][S:15][C:9]1[CH:14]=[CH:13][CH:12]=[CH:11][CH:10]=1. Given the reactants Br.[Br:2][CH2:3][CH2:4][CH2:5][NH2:6].[OH-].[Na+].[C:9]1([S:15][CH2:16][C:17](Cl)=[O:18])[CH:14]=[CH:13][CH:12]=[CH:11][CH:10]=1, predict the reaction product. (5) Given the reactants C(N1C=CN=C1)(N1C=CN=C1)=O.[F:13][C:14]1[CH:15]=[N:16][C:17]([O:23][C:24]2[CH:29]=[CH:28][CH:27]=[C:26]([S:30][CH3:31])[CH:25]=2)=[C:18]([CH:22]=1)[C:19]([OH:21])=O.[NH2:32][CH:33]1[CH2:37][CH2:36][N:35]([C:38](=[O:42])[CH:39](C)C)[CH2:34]1, predict the reaction product. The product is: [C:38]([N:35]1[CH2:36][CH2:37][CH:33]([NH:32][C:19](=[O:21])[C:18]2[CH:22]=[C:14]([F:13])[CH:15]=[N:16][C:17]=2[O:23][C:24]2[CH:29]=[CH:28][CH:27]=[C:26]([S:30][CH3:31])[CH:25]=2)[CH2:34]1)(=[O:42])[CH3:39]. (6) Given the reactants Br[C:2]1[C:3]([CH:8]2[CH2:10][CH2:9]2)=[N:4][N:5]([CH3:7])[CH:6]=1.[Li]CCCC.C(O[B:20]1[O:24][C:23]([CH3:26])([CH3:25])[C:22]([CH3:28])([CH3:27])[O:21]1)(C)C, predict the reaction product. The product is: [CH:8]1([C:3]2[C:2]([B:20]3[O:24][C:23]([CH3:26])([CH3:25])[C:22]([CH3:28])([CH3:27])[O:21]3)=[CH:6][N:5]([CH3:7])[N:4]=2)[CH2:10][CH2:9]1. (7) Given the reactants C([O:3][C:4]([C:6]1([CH3:20])[CH2:14][C:13]2[C:8](=[C:9]([CH3:18])[C:10]([CH:16]=[CH2:17])=[C:11]([CH3:15])[CH:12]=2)[C:7]1=[O:19])=O)C.[H-].[H-].[H-].[H-].[Li+].[Al+3], predict the reaction product. The product is: [OH:3][CH2:4][C:6]1([CH3:20])[CH2:14][C:13]2[C:8](=[C:9]([CH3:18])[C:10]([CH:16]=[CH2:17])=[C:11]([CH3:15])[CH:12]=2)[CH:7]1[OH:19]. (8) Given the reactants [Cl:1][C:2]1[C:11]2[C:10]([S:12](Cl)(=[O:14])=[O:13])=[CH:9][CH:8]=[CH:7][C:6]=2[CH:5]=[N:4][CH:3]=1.[C:16]([O:20][C:21]([N:23]([C@H:25]1[CH2:29][CH2:28][NH:27][CH2:26]1)[CH3:24])=[O:22])([CH3:19])([CH3:18])[CH3:17].BrC1C2C(S([Cl:44])(=O)=O)=CC=CC=2C=NC=1.C(OC(N(C1CCNC1)C)=O)(C)(C)C, predict the reaction product. The product is: [C:16]([O:20][C:21]([N:23]([C@H:25]1[CH2:29][CH2:28][N:27]([S:12]([C:10]2[C:11]3[C:2]([Cl:1])=[CH:3][N:4]=[CH:5][C:6]=3[CH:7]=[CH:8][CH:9]=2)(=[O:14])=[O:13])[CH2:26]1)[CH3:24])=[O:22])([CH3:19])([CH3:17])[CH3:18].[ClH:44].